Predict the product of the given reaction. From a dataset of Forward reaction prediction with 1.9M reactions from USPTO patents (1976-2016). Given the reactants [N+:1]([C:4]1[CH:5]=[CH:6][CH:7]=[C:8]2[C:12]=1[NH:11][C:10]([C:13]1[S:17][N:16]=[CH:15][N:14]=1)=[CH:9]2)([O-])=O.O1CCCC1.O.NN, predict the reaction product. The product is: [S:17]1[C:13]([C:10]2[NH:11][C:12]3[C:8]([CH:9]=2)=[CH:7][CH:6]=[CH:5][C:4]=3[NH2:1])=[N:14][CH:15]=[N:16]1.